Task: Regression. Given a peptide amino acid sequence and an MHC pseudo amino acid sequence, predict their binding affinity value. This is MHC class II binding data.. Dataset: Peptide-MHC class II binding affinity with 134,281 pairs from IEDB (1) The peptide sequence is EKKYFAATQFEDLAA. The MHC is HLA-DQA10401-DQB10402 with pseudo-sequence HLA-DQA10401-DQB10402. The binding affinity (normalized) is 0.485. (2) The peptide sequence is YDKFLANVSTVLTYK. The MHC is DRB1_0101 with pseudo-sequence DRB1_0101. The binding affinity (normalized) is 1.00. (3) The MHC is HLA-DQA10101-DQB10501 with pseudo-sequence HLA-DQA10101-DQB10501. The binding affinity (normalized) is 0.356. The peptide sequence is GMTGMLWETSLLDPE. (4) The peptide sequence is FRHLAREKNPRLCTK. The MHC is HLA-DQA10501-DQB10302 with pseudo-sequence HLA-DQA10501-DQB10302. The binding affinity (normalized) is 0. (5) The peptide sequence is EPIAAYHFDLSGIAF. The MHC is HLA-DPA10201-DPB11401 with pseudo-sequence HLA-DPA10201-DPB11401. The binding affinity (normalized) is 0.0659. (6) The peptide sequence is STIFPFRRLFMVADV. The MHC is HLA-DQA10201-DQB10202 with pseudo-sequence HLA-DQA10201-DQB10202. The binding affinity (normalized) is 0.152. (7) The peptide sequence is YTVALFLAVALVAGP. The MHC is HLA-DPA10201-DPB10101 with pseudo-sequence HLA-DPA10201-DPB10101. The binding affinity (normalized) is 0.0687. (8) The peptide sequence is PVQRHPRSLFPEFSE. The MHC is DRB1_1201 with pseudo-sequence DRB1_1201. The binding affinity (normalized) is 0.292. (9) The peptide sequence is RELWWVFYAAD. The MHC is HLA-DPA10103-DPB10401 with pseudo-sequence HLA-DPA10103-DPB10401. The binding affinity (normalized) is 0.563.